The task is: Predict the product of the given reaction.. This data is from Forward reaction prediction with 1.9M reactions from USPTO patents (1976-2016). Given the reactants [OH:1][CH:2]([CH:32]([CH3:34])[CH3:33])[CH2:3][C@@H:4]1[CH2:9][C@H:8]([N:10]([CH:12]([CH3:14])[CH3:13])[CH3:11])[CH2:7][CH2:6][C@@H:5]1[NH:15][C:16](=[O:31])[CH2:17][NH:18][C:19](=[O:30])[C:20]1[CH:25]=[CH:24][CH:23]=[C:22]([C:26]([F:29])([F:28])[F:27])[CH:21]=1.[Cr](O[Cr]([O-])(=O)=O)([O-])(=O)=O.[NH+]1C=CC=CC=1.[NH+]1C=CC=CC=1.CCOC(C)=O, predict the reaction product. The product is: [CH:12]([N:10]([CH3:11])[C@@H:8]1[CH2:7][CH2:6][C@H:5]([NH:15][C:16](=[O:31])[CH2:17][NH:18][C:19](=[O:30])[C:20]2[CH:25]=[CH:24][CH:23]=[C:22]([C:26]([F:27])([F:28])[F:29])[CH:21]=2)[C@H:4]([CH2:3][C:2](=[O:1])[CH:32]([CH3:34])[CH3:33])[CH2:9]1)([CH3:14])[CH3:13].